Dataset: Catalyst prediction with 721,799 reactions and 888 catalyst types from USPTO. Task: Predict which catalyst facilitates the given reaction. (1) Reactant: [F:1][C:2]1[CH:7]=[CH:6][C:5]([C:8]2[S:9][C:10]([C:13]([C:16]3[CH:21]=[CH:20][N:19]=[CH:18][CH:17]=3)([OH:15])[CH3:14])=[CH:11][N:12]=2)=[CH:4][CH:3]=1.[C:22]1([S:28]([OH:31])(=[O:30])=[O:29])[CH:27]=[CH:26][CH:25]=[CH:24][CH:23]=1. Product: [C:22]1([S:28]([OH:31])(=[O:30])=[O:29])[CH:27]=[CH:26][CH:25]=[CH:24][CH:23]=1.[F:1][C:2]1[CH:7]=[CH:6][C:5]([C:8]2[S:9][C:10]([C:13]([C:16]3[CH:17]=[CH:18][N:19]=[CH:20][CH:21]=3)([OH:15])[CH3:14])=[CH:11][N:12]=2)=[CH:4][CH:3]=1. The catalyst class is: 8. (2) Reactant: C(OC(=O)[NH:7][C:8]1[CH:13]=[C:12]([O:14][CH3:15])[C:11]([C:16]([F:19])([F:18])[F:17])=[CH:10][C:9]=1[NH:20][C:21](=[O:36])[CH2:22][C:23](=O)[C:24]1[CH:29]=[CH:28][CH:27]=[C:26]([N:30]2[CH:34]=[CH:33][N:32]=[N:31]2)[CH:25]=1)(C)(C)C.C(O)(C(F)(F)F)=O. Product: [CH3:15][O:14][C:12]1[C:11]([C:16]([F:19])([F:18])[F:17])=[CH:10][C:9]2[NH:20][C:21](=[O:36])[CH2:22][C:23]([C:24]3[CH:29]=[CH:28][CH:27]=[C:26]([N:30]4[CH:34]=[CH:33][N:32]=[N:31]4)[CH:25]=3)=[N:7][C:8]=2[CH:13]=1. The catalyst class is: 2. (3) Reactant: [NH2:1][C:2]([NH:4][C:5]([NH2:7])=[S:6])=[S:3].[I:8][CH3:9]. Product: [IH:8].[CH3:9][SH:3]=[C:2]([NH:4][C:5]([NH2:7])=[S:6])[NH2:1]. The catalyst class is: 182. (4) Reactant: Br[CH:2]([C:8]1[CH:13]=[CH:12][CH:11]=[CH:10][CH:9]=1)[C:3]([O:5][CH2:6][CH3:7])=[O:4].[NH:14]1[CH2:19][CH2:18][CH:17]([OH:20])[CH2:16][CH2:15]1.C(=O)(O)[O-].[Na+]. Product: [OH:20][CH:17]1[CH2:18][CH2:19][N:14]([CH:2]([C:8]2[CH:13]=[CH:12][CH:11]=[CH:10][CH:9]=2)[C:3]([O:5][CH2:6][CH3:7])=[O:4])[CH2:15][CH2:16]1. The catalyst class is: 8. (5) Reactant: [CH2:1]([O:3][C:4]([CH:6]1[C:12](=[O:13])[CH2:11][CH2:10][N:9]([C:14]([O:16][C:17]([CH3:20])([CH3:19])[CH3:18])=[O:15])[CH2:8][CH2:7]1)=[O:5])[CH3:2].[H-].[Na+].[CH3:23]I.O. Product: [CH2:1]([O:3][C:4]([C:6]1([CH3:23])[C:12](=[O:13])[CH2:11][CH2:10][N:9]([C:14]([O:16][C:17]([CH3:19])([CH3:18])[CH3:20])=[O:15])[CH2:8][CH2:7]1)=[O:5])[CH3:2].[C:14]([N:9]1[CH2:8][CH2:7][CH:6]([CH3:4])[C:12](=[O:13])[CH2:11][CH2:10]1)(=[O:16])[CH3:23]. The catalyst class is: 3. (6) Reactant: Cl[C:2]1[N:7]=[C:6]([NH:8][C:9]2[CH:10]=[C:11]([NH:15][C:16](=[O:19])[CH:17]=[CH2:18])[CH:12]=[CH:13][CH:14]=2)[C:5]([F:20])=[CH:4][N:3]=1.[NH2:21][C:22]1[CH:31]=[CH:30][C:25]([O:26][CH2:27][CH2:28][OH:29])=[CH:24][CH:23]=1.Cl.C(Cl)(Cl)Cl.CO. Product: [F:20][C:5]1[C:6]([NH:8][C:9]2[CH:10]=[C:11]([NH:15][C:16](=[O:19])[CH:17]=[CH2:18])[CH:12]=[CH:13][CH:14]=2)=[N:7][C:2]([NH:21][C:22]2[CH:23]=[CH:24][C:25]([O:26][CH2:27][CH2:28][OH:29])=[CH:30][CH:31]=2)=[N:3][CH:4]=1. The catalyst class is: 51. (7) Reactant: [C:1]([O:5][C:6](=[O:34])[N:7]([C:16]1[S:17][C@:18]2([CH2:32][OH:33])[C@H:20]([C@:21]([C:24]3[CH:29]=[CH:28][CH:27]=[C:26]([F:30])[C:25]=3[F:31])([CH3:23])[N:22]=1)[CH2:19]2)[CH2:8][O:9][CH2:10][CH2:11][Si:12]([CH3:15])([CH3:14])[CH3:13])([CH3:4])([CH3:3])[CH3:2].[CH3:35][S:36](Cl)(=[O:38])=[O:37]. Product: [CH3:35][S:36]([O:33][CH2:32][C@:18]12[CH2:19][C@H:20]1[C@:21]([C:24]1[CH:29]=[CH:28][CH:27]=[C:26]([F:30])[C:25]=1[F:31])([CH3:23])[N:22]=[C:16]([N:7]([C:6]([O:5][C:1]([CH3:2])([CH3:4])[CH3:3])=[O:34])[CH2:8][O:9][CH2:10][CH2:11][Si:12]([CH3:15])([CH3:14])[CH3:13])[S:17]2)(=[O:38])=[O:37]. The catalyst class is: 2. (8) Reactant: [CH3:1][C:2]1[S:6][C:5]2[NH:7][C:8]3[CH:9]=[CH:10][CH:11]=[CH:12][C:13]=3[N:14]=[C:15]([N:16]3[CH2:21][CH2:20][N:19]([CH3:22])[CH2:18][CH2:17]3)[C:4]=2[CH:3]=1.[ClH:23]. Product: [ClH:23].[ClH:23].[CH3:1][C:2]1[S:6][C:5]2[NH:7][C:8]3[CH:9]=[CH:10][CH:11]=[CH:12][C:13]=3[N:14]=[C:15]([N:16]3[CH2:21][CH2:20][N:19]([CH3:22])[CH2:18][CH2:17]3)[C:4]=2[CH:3]=1. The catalyst class is: 12. (9) Reactant: [F:1][C@H:2]1[CH2:6][CH2:5][N:4]([CH2:7][C:8]2[CH:9]=[CH:10][C:11]([NH:14]C(=O)OC(C)(C)C)=[N:12][CH:13]=2)[CH2:3]1.C(O)(C(F)(F)F)=O. Product: [F:1][C@H:2]1[CH2:6][CH2:5][N:4]([CH2:7][C:8]2[CH:9]=[CH:10][C:11]([NH2:14])=[N:12][CH:13]=2)[CH2:3]1. The catalyst class is: 4. (10) Reactant: [NH2:1][CH2:2][CH2:3][CH2:4][CH2:5][CH2:6][CH2:7][N:8]1[CH2:13][CH2:12][CH:11]([C:14]2[CH:15]=[C:16]([NH:20][C:21](=[O:25])[CH:22]([CH3:24])[CH3:23])[CH:17]=[CH:18][CH:19]=2)[CH2:10][CH2:9]1.[CH:26]1[C:35]2[C:30](=[CH:31][CH:32]=[CH:33][CH:34]=2)[CH:29]=[CH:28][C:27]=1[C:36](Cl)=[O:37]. Product: [C:21]([NH:20][C:16]1[CH:15]=[C:14]([CH:11]2[CH2:12][CH2:13][N:8]([CH2:7][CH2:6][CH2:5][CH2:4][CH2:3][CH2:2][NH:1][C:36]([C:27]3[CH:28]=[CH:29][C:30]4[C:35](=[CH:34][CH:33]=[CH:32][CH:31]=4)[CH:26]=3)=[O:37])[CH2:9][CH2:10]2)[CH:19]=[CH:18][CH:17]=1)(=[O:25])[CH:22]([CH3:23])[CH3:24]. The catalyst class is: 1.